This data is from Catalyst prediction with 721,799 reactions and 888 catalyst types from USPTO. The task is: Predict which catalyst facilitates the given reaction. Reactant: [NH2:1][C:2]1[CH:7]=[CH:6][C:5]([OH:8])=[CH:4][CH:3]=1.[CH3:9][C:10]1([CH3:18])[CH2:16][C:15](=O)[O:14][C:12](=[O:13])[CH2:11]1.C. Product: [OH:8][C:5]1[CH:6]=[CH:7][C:2]([N:1]2[C:12](=[O:13])[CH2:11][C:10]([CH3:18])([CH3:9])[CH2:16][C:15]2=[O:14])=[CH:3][CH:4]=1. The catalyst class is: 8.